Dataset: Reaction yield outcomes from USPTO patents with 853,638 reactions. Task: Predict the reaction yield, written as a fraction of the theoretical maximum amount of product (1.0 means a 100% yield; for example, 0.34 means a 34% yield). (1) The reactants are [N+:1]([C:4]1[CH:12]=[C:11]2[C:7]([CH2:8][O:9][C:10]2=[O:13])=[CH:6][CH:5]=1)([O-])=O.O.O.Cl[Sn]Cl. The catalyst is Cl.O. The product is [NH2:1][C:4]1[CH:12]=[C:11]2[C:7]([CH2:8][O:9][C:10]2=[O:13])=[CH:6][CH:5]=1. The yield is 0.780. (2) The reactants are [CH2:1]([N:3]1[CH2:8][CH2:7][N:6]([C:9]2[CH:14]=[CH:13][C:12]([NH:15][C:16]3[N:21]=[CH:20][C:19](/[CH:22]=[CH:23]/B4OC(C)(C)C(C)(C)O4)=[CH:18][N:17]=3)=[CH:11][CH:10]=2)[CH2:5][CH2:4]1)[CH3:2].Br[C:34]1[CH:35]=[C:36]([CH:41]=[C:42]([O:44][CH3:45])[CH:43]=1)[C:37]([O:39][CH3:40])=[O:38].C(Cl)Cl.C([O-])([O-])=O.[Na+].[Na+]. The catalyst is O1CCOCC1.O.C1C=CC(P(C2C=CC=CC=2)[C-]2C=CC=C2)=CC=1.C1C=CC(P(C2C=CC=CC=2)[C-]2C=CC=C2)=CC=1.Cl[Pd]Cl.[Fe+2]. The product is [CH2:1]([N:3]1[CH2:8][CH2:7][N:6]([C:9]2[CH:10]=[CH:11][C:12]([NH:15][C:16]3[N:21]=[CH:20][C:19](/[CH:22]=[CH:23]/[C:34]4[CH:35]=[C:36]([CH:41]=[C:42]([O:44][CH3:45])[CH:43]=4)[C:37]([O:39][CH3:40])=[O:38])=[CH:18][N:17]=3)=[CH:13][CH:14]=2)[CH2:5][CH2:4]1)[CH3:2]. The yield is 0.541.